Task: Regression/Classification. Given a drug SMILES string, predict its toxicity properties. Task type varies by dataset: regression for continuous values (e.g., LD50, hERG inhibition percentage) or binary classification for toxic/non-toxic outcomes (e.g., AMES mutagenicity, cardiotoxicity, hepatotoxicity). Dataset: ld50_zhu.. Dataset: Acute oral toxicity (LD50) regression data from Zhu et al. (1) The rat oral LD50 is 1.98, given as -log10 of the dose in mol/kg body weight (higher means more acutely toxic). The drug is CCCC(=O)OC1(C(=O)COC(=O)CC)CCC2C3CCC4=CC(=O)CCC4(C)C3C(O)CC21C. (2) The molecule is CCNC(C)c1ccccc1. The rat oral LD50 is 2.62, given as -log10 of the dose in mol/kg body weight (higher means more acutely toxic). (3) The drug is CCCCC(C)(C)O. The rat oral LD50 is 2.15, given as -log10 of the dose in mol/kg body weight (higher means more acutely toxic).